Dataset: Full USPTO retrosynthesis dataset with 1.9M reactions from patents (1976-2016). Task: Predict the reactants needed to synthesize the given product. (1) Given the product [CH3:30][NH:32][C:3]([CH:5]1[O:9][C:8](=[O:10])[N:7]([C:11]2[CH:16]=[CH:15][C:14]([N:17]3[CH2:23][CH2:22][CH2:21][S:20](=[O:24])(=[O:25])[CH2:19][CH2:18]3)=[C:13]([F:26])[CH:12]=2)[CH2:6]1)=[O:2], predict the reactants needed to synthesize it. The reactants are: C[O:2][C:3]([CH:5]1[O:9][C:8](=[O:10])[N:7]([C:11]2[CH:16]=[CH:15][C:14]([N:17]3[CH2:23][CH2:22][CH2:21][S:20](=[O:25])(=[O:24])[CH2:19][CH2:18]3)=[C:13]([F:26])[CH:12]=2)[CH2:6]1)=O.Cl.CN.[CH2:30]([N:32](CC)CC)C. (2) Given the product [F:25][C:26]([F:30])([F:29])[CH2:27][NH:28][C:21]([C:17]1[S:16][C:15]([CH2:14][CH2:13][C:12]2[C:8]([C:5]3[CH:4]=[CH:3][C:2]([F:1])=[CH:7][N:6]=3)=[N:9][O:10][C:11]=2[CH3:24])=[N:19][C:18]=1[CH3:20])=[O:23], predict the reactants needed to synthesize it. The reactants are: [F:1][C:2]1[CH:3]=[CH:4][C:5]([C:8]2[C:12]([CH2:13][CH2:14][C:15]3[S:16][C:17]([C:21]([OH:23])=O)=[C:18]([CH3:20])[N:19]=3)=[C:11]([CH3:24])[O:10][N:9]=2)=[N:6][CH:7]=1.[F:25][C:26]([F:30])([F:29])[CH2:27][NH2:28]. (3) Given the product [C:3]([NH:2][NH2:1])([O:5][CH2:19][CH:20]1[C:21]2[C:26](=[CH:25][CH:24]=[CH:23][CH:22]=2)[C:27]2[C:32]1=[CH:31][CH:30]=[CH:29][CH:28]=2)=[O:4], predict the reactants needed to synthesize it. The reactants are: [NH2:1][NH:2][C:3]([OH:5])=[O:4].NN.C(=O)([O-])ON1C(=O)CC(C(O[CH2:19][CH:20]2[C:32]3[C:27](=[CH:28][CH:29]=[CH:30][CH:31]=3)[C:26]3[C:21]2=[CH:22][CH:23]=[CH:24][CH:25]=3)=O)C1=O. (4) Given the product [Br:1][C:2]1[CH:21]=[CH:20][C:5]([CH2:6][NH:7][C:8](=[O:19])[C:9]2[CH:14]=[CH:13][C:12]([S:15][CH3:16])=[CH:11][C:10]=2[OH:17])=[C:4]([F:22])[CH:3]=1, predict the reactants needed to synthesize it. The reactants are: [Br:1][C:2]1[CH:21]=[CH:20][C:5]([CH2:6][NH:7][C:8](=[O:19])[C:9]2[CH:14]=[CH:13][C:12]([S:15][CH3:16])=[CH:11][C:10]=2[O:17]C)=[C:4]([F:22])[CH:3]=1. (5) Given the product [C:16]1([O:15][C:13]([N:6]2[CH:7]=[CH:8][C:3](=[O:2])[CH2:4][CH:5]2[CH3:9])=[O:14])[CH:21]=[CH:20][CH:19]=[CH:18][CH:17]=1, predict the reactants needed to synthesize it. The reactants are: C[O:2][C:3]1[CH:8]=[CH:7][N:6]=[CH:5][CH:4]=1.[CH3:9][Mg]Cl.Cl[C:13]([O:15][C:16]1[CH:21]=[CH:20][CH:19]=[CH:18][CH:17]=1)=[O:14].Cl. (6) Given the product [Br:1][C:2]1[CH:3]=[C:4]([S:8][C:9]2[N:13]([C:14]3[CH:19]=[CH:18][CH:17]=[CH:16][C:15]=3[Cl:20])[N:12]=[C:11]([C:21]([NH:27][CH3:26])=[O:23])[CH:10]=2)[CH:5]=[CH:6][CH:7]=1, predict the reactants needed to synthesize it. The reactants are: [Br:1][C:2]1[CH:3]=[C:4]([S:8][C:9]2[N:13]([C:14]3[CH:19]=[CH:18][CH:17]=[CH:16][C:15]=3[Cl:20])[N:12]=[C:11]([C:21]([O:23]CC)=O)[CH:10]=2)[CH:5]=[CH:6][CH:7]=1.[CH3:26][NH2:27].CO. (7) Given the product [C:1]([O:5][C:6](=[O:22])[NH:7][C@:8]([CH2:20][OH:21])([CH3:19])[CH2:9][CH2:10][C:11]1[CH:16]=[CH:15][C:14]2[O:17][C:27]([CH2:28][CH2:29][CH2:30][CH2:31][CH3:32])=[N:18][C:13]=2[CH:12]=1)([CH3:4])([CH3:2])[CH3:3], predict the reactants needed to synthesize it. The reactants are: [C:1]([O:5][C:6](=[O:22])[NH:7][C@:8]([CH2:20][OH:21])([CH3:19])[CH2:9][CH2:10][C:11]1[CH:16]=[CH:15][C:14]([OH:17])=[C:13]([NH2:18])[CH:12]=1)([CH3:4])([CH3:3])[CH3:2].Cl.C(O[C:27](=N)[CH2:28][CH2:29][CH2:30][CH2:31][CH3:32])C. (8) Given the product [C:1]([O:5][C:6](=[O:21])[NH:7][CH2:8][C:9]1[CH:14]=[CH:13][C:12]([O:15][CH2:16][C:17](=[O:19])[NH2:18])=[C:11]([C:25]2[CH:26]=[CH:27][N:22]=[CH:23][CH:24]=2)[CH:10]=1)([CH3:4])([CH3:3])[CH3:2], predict the reactants needed to synthesize it. The reactants are: [C:1]([O:5][C:6](=[O:21])[NH:7][CH2:8][C:9]1[CH:14]=[CH:13][C:12]([O:15][CH2:16][C:17](=[O:19])[NH2:18])=[C:11](Br)[CH:10]=1)([CH3:4])([CH3:3])[CH3:2].[N:22]1[CH:27]=[CH:26][C:25](B(O)O)=[CH:24][CH:23]=1.C([O-])([O-])=O.[Cs+].[Cs+].C(Cl)Cl. (9) Given the product [CH:11]([C:10]1[C:9]2[C:4](=[CH:5][C:6]([C:13]([OH:15])=[O:14])=[CH:7][CH:8]=2)[NH:3][CH:2]=1)=[O:12], predict the reactants needed to synthesize it. The reactants are: C[C:2]1[NH:3][C:4]2[C:9]([C:10]=1[CH:11]=[O:12])=[CH:8][CH:7]=[C:6]([C:13]([OH:15])=[O:14])[CH:5]=2.O.[Li+].[OH-]. (10) Given the product [CH2:1]([C@@:4]1([CH2:37][OH:38])[CH2:9][C@H:8]([C:10]2[CH:15]=[CH:14][CH:13]=[C:12]([Cl:16])[CH:11]=2)[C@@H:7]([C:17]2[CH:22]=[CH:21][C:20]([Cl:23])=[CH:19][CH:18]=2)[N:6]([C@@H:24]([CH2:34][CH3:35])[CH2:25][N:26]([CH3:33])[S:27]([CH:30]2[CH2:32][CH2:31]2)(=[O:28])=[O:29])[C:5]1=[O:36])[CH:2]=[CH2:3], predict the reactants needed to synthesize it. The reactants are: [CH2:1]([C@@:4]1([CH2:37][O:38]CC[Si](C)(C)C)[CH2:9][C@H:8]([C:10]2[CH:15]=[CH:14][CH:13]=[C:12]([Cl:16])[CH:11]=2)[C@@H:7]([C:17]2[CH:22]=[CH:21][C:20]([Cl:23])=[CH:19][CH:18]=2)[N:6]([C@@H:24]([CH2:34][CH3:35])[CH2:25][N:26]([CH3:33])[S:27]([CH:30]2[CH2:32][CH2:31]2)(=[O:29])=[O:28])[C:5]1=[O:36])[CH:2]=[CH2:3].B(F)(F)F.